This data is from Retrosynthesis with 50K atom-mapped reactions and 10 reaction types from USPTO. The task is: Predict the reactants needed to synthesize the given product. (1) Given the product O=C(OCc1ccccc1)N1CC=C(c2ccc(CO)nc2)CC1, predict the reactants needed to synthesize it. The reactants are: CC1(C)OB(C2=CCN(C(=O)OCc3ccccc3)CC2)OC1(C)C.OCc1ccc(Br)cn1. (2) Given the product COC(=O)[C@H](CO)NC(=O)c1ncn2c1CN(C)C(=O)c1c(Cl)cccc1-2, predict the reactants needed to synthesize it. The reactants are: CN1Cc2c(C(=O)O)ncn2-c2cccc(Cl)c2C1=O.COC(=O)[C@@H](N)CO.